From a dataset of Drug-target binding data from BindingDB using IC50 measurements. Regression. Given a target protein amino acid sequence and a drug SMILES string, predict the binding affinity score between them. We predict pIC50 (pIC50 = -log10(IC50 in M); higher means more potent). Dataset: bindingdb_ic50. (1) The compound is COC(=O)c1ccccc1CCCCCCC(=O)c1ncc(-c2ccccn2)o1. The target protein sequence is MWLFDLVLTSLATSMAWGYPSLPPVVDTVQGKVLGKYVSLEGFAQPVAVFLGVPFAKPPLGPLRFAPPQAAEPWNFVKNTTSYPPMCSQDAVGGQVLSELFTNRKDNIPLKFSEDCLYLNIYTPADLTKNSRLPVMVWIHGGGLVVGGASTYDGLALSAHENVVVVTIQYRLGIWGFFSTGDEHGRGNWGHLDQLAALRWVQENIANFGGNPGSVTIFGESAGGESVSVLVLSPLAKNLFHRAISESGVALTAALVKKDMKDTAQQIAVFAGCKSTTSAVLVHCLRQKTEDELLEVSLKLKFFTLDLLGDPRESYPFLPTVVDGVLLPKMPQEILAEKKFNSVPYIIGINKQEFGWLLPMMMGYPLSEDKLDQKTASSLLWKSYPIANIPEELTPLASEKYLGGTDDPVKKKALFLDMLGDVVFGVPSVTVARHHRDAGAPTYMYEFQYHPSFSSDMKPQTVVGDHGDELFSVFGAPFLKGGASEEEIRLSKMMMKLWAN.... The pIC50 is 5.0. (2) The compound is CS(=O)(=O)c1ccc(-c2cc(C(=O)O)c3ccccc3n2)cc1. The target protein (O78750) has sequence MAYPMQLGFQDATSPIMEELLHFHDHTLMIVFLISSLVLYIISLMLTTKLTHTSTMDAQEVETIWTILPAIILIMIALPSLRILYMMDEINNPSLTVKTMGHQWYWSYEYTDYEDLSFDSYMIPTSELKPGELRLLEVDNRVVLPMEMTVRMLISSEDVLPSWAVPSLGLKTDAIPGRLNQTTLMSTRPGLFYGQCSEICGSNHSFMPIVLELVPLKYFEKWSASML. The pIC50 is 7.0. (3) The pIC50 is 6.7. The target protein (P16118) has sequence MSPEMGELTQTRLQKIWIPHSSGSSRLQRRRGSSIPQFTNSPTMVIMVGLPARGKTYISTKLTRYLNWIGTPTKVFNLGQYRREAVSYKNYEFFLPDNMEALQIRKQCALAALKDVHNYLSHEEGHVAVFDATNTTRERRSLILQFAKEHGYKVFFIESICNDPGIIAENIRQVKLGSPDYIDCDREKVLEDFLKRIECYEVNYQPLDEELDSHLSYIKIFDVGTRYMVNRVQDHIQSRTVYYLMNIHVTPRSIYLCRHGESELNIRGRIGGDSGLSVRGKQYAYALANFIQSQGISSLKVWTSHMKRTIQTAEALGVPYEQWKALNEIDAGVCEEMTYEEIQEHYPEEFALRDQDKYRYRYPKGESYEDLVQRLEPVIMELERQENVLVICHQAVMRCLLAYFLDKSSDELPYLKCPLHTVLKLTPVAYGCKVESIYLNVEAVNTHREKPENVDITREPEEALDTVPAHY. The drug is Cc1noc(C)c1Cn1nc(C#N)c2cc(Oc3ccc(NC(=O)[C@@H]4CCCN4)cc3)ccc21. (4) The target protein (P47824) has sequence MARRLQDELSAFFFEYDTPRMVLVRNKKVGVIFRLIQLVVLVYVIGWVFVYEKGYQTSSDLISSVSVKLKGLAVTQLQGLGPQVWDVADYVFPAHGDSSFVVMTNFIVTPQQTQGHCAENPEGGICQDDSGCTPGKAERKAQGIRTGNCVPFNGTVKTCEIFGWCPVEVDDKIPSPALLREAENFTLFIKNSISFPRFKVNRRNLVEEVNGTYMKKCLYHKIQHPLCPVFNLGYVVRESGQDFRSLAEKGGVVGITIDWKCDLDWHVRHCKPIYQFHGLYGEKNLSPGFNFRFARHFVQNGTNRRHLFKVFGIHFDILVDGKAGKFDIIPTMTTIGSGIGIFGVATVLCDLLLLHILPKRHYYKQKKFKYAEDMGPGEGEHDPVATSSTLGLQENMRTS. The pIC50 is 7.4. The small molecule is Cc1nc(N=Nc2cc(CP(=O)(O)O)cc(CP(=O)(O)O)c2)c(CP(=O)(O)O)c(C=O)c1O.